This data is from NCI-60 drug combinations with 297,098 pairs across 59 cell lines. The task is: Regression. Given two drug SMILES strings and cell line genomic features, predict the synergy score measuring deviation from expected non-interaction effect. (1) Cell line: NCI-H322M. Synergy scores: CSS=3.43, Synergy_ZIP=0.242, Synergy_Bliss=-3.12, Synergy_Loewe=0.400, Synergy_HSA=-3.86. Drug 2: CS(=O)(=O)OCCCCOS(=O)(=O)C. Drug 1: CC1=C(N=C(N=C1N)C(CC(=O)N)NCC(C(=O)N)N)C(=O)NC(C(C2=CN=CN2)OC3C(C(C(C(O3)CO)O)O)OC4C(C(C(C(O4)CO)O)OC(=O)N)O)C(=O)NC(C)C(C(C)C(=O)NC(C(C)O)C(=O)NCCC5=NC(=CS5)C6=NC(=CS6)C(=O)NCCC[S+](C)C)O. (2) Drug 1: C1CCC(C1)C(CC#N)N2C=C(C=N2)C3=C4C=CNC4=NC=N3. Drug 2: C1C(C(OC1N2C=NC(=NC2=O)N)CO)O. Cell line: RXF 393. Synergy scores: CSS=13.1, Synergy_ZIP=-3.30, Synergy_Bliss=-0.792, Synergy_Loewe=-3.82, Synergy_HSA=0.511.